Task: Predict the reaction yield, written as a fraction of the theoretical maximum amount of product (1.0 means a 100% yield; for example, 0.34 means a 34% yield).. Dataset: Reaction yield outcomes from USPTO patents with 853,638 reactions (1) The reactants are [NH2:1][N:2]1[C:6]([C:7]#[N:8])=[CH:5][CH:4]=[C:3]1[CH:9]1[CH2:12][N:11]([C:13]([O:15][CH2:16][C:17]2[CH:22]=[CH:21][CH:20]=[CH:19][CH:18]=2)=[O:14])[CH2:10]1.C(O)(=O)C.[CH:27](N)=[NH:28]. The catalyst is C(O)CCC. The product is [NH2:8][C:7]1[C:6]2=[CH:5][CH:4]=[C:3]([CH:9]3[CH2:10][N:11]([C:13]([O:15][CH2:16][C:17]4[CH:22]=[CH:21][CH:20]=[CH:19][CH:18]=4)=[O:14])[CH2:12]3)[N:2]2[N:1]=[CH:27][N:28]=1. The yield is 0.400. (2) The reactants are O.C(O)(=O)CC(CC(O)=O)(C(O)=O)O.C(=O)([O-])[O-].[K+].[K+].[CH3:21][C:22]1[CH:23]=[C:24]([CH:30]=[CH:31][C:32]=1[CH2:33][CH2:34][S:35][Si](C1C=CC=CC=1)(C1C=CC=CC=1)C1C=CC=CC=1)[C:25]([N:27]([CH3:29])[CH3:28])=[O:26]. The catalyst is CO. The product is [SH:35][CH2:34][CH2:33][C:32]1[CH:31]=[CH:30][C:24]([C:25]([N:27]([CH3:28])[CH3:29])=[O:26])=[CH:23][C:22]=1[CH3:21]. The yield is 0.990. (3) The reactants are [CH3:1][N:2]1[CH:6]=[C:5]([CH:7]=O)[CH:4]=[N:3]1.[CH3:9][C:10]([S@@:13]([NH2:15])=[O:14])([CH3:12])[CH3:11].O. The catalyst is C1COCC1. The product is [CH3:9][C:10]([S@@:13](/[N:15]=[CH:7]/[C:5]1[CH:4]=[N:3][N:2]([CH3:1])[CH:6]=1)=[O:14])([CH3:12])[CH3:11]. The yield is 0.980. (4) The reactants are [Cl:1][C:2]1[N:3]=[C:4](Cl)[C:5]2[CH2:10][CH2:9][CH:8]([C:11]3[CH:16]=[CH:15][C:14]([F:17])=[CH:13][CH:12]=3)[C:6]=2[N:7]=1.[N:19]1([C:25]([O:27][C:28]([CH3:31])([CH3:30])[CH3:29])=[O:26])[CH2:24][CH2:23][NH:22][CH2:21][CH2:20]1. No catalyst specified. The product is [Cl:1][C:2]1[N:3]=[C:4]([N:22]2[CH2:21][CH2:20][N:19]([C:25]([O:27][C:28]([CH3:31])([CH3:30])[CH3:29])=[O:26])[CH2:24][CH2:23]2)[C:5]2[CH2:10][CH2:9][CH:8]([C:11]3[CH:16]=[CH:15][C:14]([F:17])=[CH:13][CH:12]=3)[C:6]=2[N:7]=1. The yield is 0.760. (5) The catalyst is C1COCC1.CCOC(C)=O. The product is [Cl:11][C:12]1[CH:17]=[CH:16][CH:15]=[C:14]([Cl:18])[C:13]=1[C:19]1[NH:20][C:21]([C:38]2[CH:39]=[CH:40][CH:41]=[CH:42][CH:43]=2)=[C:22]([C:24]2[N:29]=[C:28]([NH:30][CH2:31][CH:32]([CH3:34])[CH3:33])[C:27]([NH2:35])=[CH:26][CH:25]=2)[N:23]=1. The reactants are S(S([O-])=O)([O-])=O.[Na+].[Na+].[NH4+].[OH-].[Cl:11][C:12]1[CH:17]=[CH:16][CH:15]=[C:14]([Cl:18])[C:13]=1[C:19]1[NH:20][C:21]([C:38]2[CH:43]=[CH:42][CH:41]=[CH:40][CH:39]=2)=[C:22]([C:24]2[N:29]=[C:28]([NH:30][CH2:31][CH:32]([CH3:34])[CH3:33])[C:27]([N+:35]([O-])=O)=[CH:26][CH:25]=2)[N:23]=1.O. The yield is 0.980.